From a dataset of Forward reaction prediction with 1.9M reactions from USPTO patents (1976-2016). Predict the product of the given reaction. (1) Given the reactants [CH2:1]1[C:9]2[C:4](=[CH:5][CH:6]=[CH:7][CH:8]=2)[CH2:3][CH:2]1[NH:10][C:11]1[N:12]=[CH:13][C:14]2[CH2:20][N:19]([C:21]([O:23][CH2:24][CH2:25][CH2:26]Cl)=[O:22])[CH2:18][CH2:17][C:15]=2[N:16]=1.[C-:28]#[N:29].[Na+], predict the reaction product. The product is: [CH2:1]1[C:9]2[C:4](=[CH:5][CH:6]=[CH:7][CH:8]=2)[CH2:3][CH:2]1[NH:10][C:11]1[N:12]=[CH:13][C:14]2[CH2:20][N:19]([C:21]([O:23][CH2:24][CH2:25][CH2:26][C:28]#[N:29])=[O:22])[CH2:18][CH2:17][C:15]=2[N:16]=1. (2) The product is: [CH2:13]([C:17]1[N:18]=[C:19]([CH3:50])[N:20]([CH2:39][C:40]2[CH:49]=[CH:48][C:47]3[C:42](=[CH:43][CH:44]=[CH:45][CH:46]=3)[N:41]=2)[C:21](=[O:38])[C:22]=1[CH2:23][C:24]1[CH:25]=[CH:26][C:27]([C:30]2[CH:35]=[CH:34][CH:33]=[CH:32][C:31]=2[C:36]2[NH:3][C:4](=[O:7])[O:5][N:37]=2)=[CH:28][CH:29]=1)[CH2:14][CH2:15][CH3:16]. Given the reactants [Cl-].O[NH3+:3].[C:4](=[O:7])([O-])[OH:5].[Na+].CS(C)=O.[CH2:13]([C:17]1[N:18]=[C:19]([CH3:50])[N:20]([CH2:39][C:40]2[CH:49]=[CH:48][C:47]3[C:42](=[CH:43][CH:44]=[CH:45][CH:46]=3)[N:41]=2)[C:21](=[O:38])[C:22]=1[CH2:23][C:24]1[CH:29]=[CH:28][C:27]([C:30]2[C:31]([C:36]#[N:37])=[CH:32][CH:33]=[CH:34][CH:35]=2)=[CH:26][CH:25]=1)[CH2:14][CH2:15][CH3:16], predict the reaction product.